Dataset: Catalyst prediction with 721,799 reactions and 888 catalyst types from USPTO. Task: Predict which catalyst facilitates the given reaction. (1) Reactant: F[C:2]1[CH:3]=[CH:4][C:5]([N+:14]([O-:16])=[O:15])=[C:6]([N:8]([CH3:13])[S:9]([CH3:12])(=[O:11])=[O:10])[CH:7]=1.[C:17]([O:21][C:22]([N:24]1[CH2:30][CH2:29][CH2:28][NH:27][CH2:26][CH2:25]1)=[O:23])([CH3:20])([CH3:19])[CH3:18].C(=O)([O-])[O-].[K+].[K+].O. Product: [C:17]([O:21][C:22]([N:24]1[CH2:30][CH2:29][CH2:28][N:27]([C:2]2[CH:3]=[CH:4][C:5]([N+:14]([O-:16])=[O:15])=[C:6]([N:8]([CH3:13])[S:9]([CH3:12])(=[O:11])=[O:10])[CH:7]=2)[CH2:26][CH2:25]1)=[O:23])([CH3:20])([CH3:18])[CH3:19]. The catalyst class is: 16. (2) Reactant: [F:1][C:2]1[CH:7]=[C:6]([CH3:8])[CH:5]=[CH:4][C:3]=1[C:9](=O)[CH2:10][C:11]1[CH:16]=[CH:15][CH:14]=[CH:13][CH:12]=1.[Li+].C[Si]([N-][Si](C)(C)C)(C)C.[CH3:28][S:29][CH2:30][CH2:31][CH:32]=O.O.[NH2:35][NH2:36]. Product: [F:1][C:2]1[CH:7]=[C:6]([CH3:8])[CH:5]=[CH:4][C:3]=1[C:9]1[C:10]([C:11]2[CH:16]=[CH:15][CH:14]=[CH:13][CH:12]=2)=[C:32]([CH2:31][CH2:30][S:29][CH3:28])[NH:36][N:35]=1. The catalyst class is: 242. (3) Product: [Cl:1][C:2]1[CH:7]=[CH:6][C:5]([C:8]2[N:12]([C:13]3[CH:19]=[CH:18][CH:17]=[CH:16][C:14]=3[NH:15][CH3:32])[N:11]=[C:10]([CH:20]3[CH2:25][C:24]([CH3:27])([CH3:26])[O:23][C:22]([CH3:29])([CH3:28])[CH2:21]3)[CH:9]=2)=[CH:4][CH:3]=1. The catalyst class is: 559. Reactant: [Cl:1][C:2]1[CH:7]=[CH:6][C:5]([C:8]2[N:12]([C:13]3[CH:19]=[CH:18][CH:17]=[CH:16][C:14]=3[NH2:15])[N:11]=[C:10]([CH:20]3[CH2:25][C:24]([CH3:27])([CH3:26])[O:23][C:22]([CH3:29])([CH3:28])[CH2:21]3)[CH:9]=2)=[CH:4][CH:3]=1.C=O.[C:32]([BH3-])#N.[Na+].C([O-])(O)=O.[Na+]. (4) Reactant: [CH2:1]([O:8][C@@H:9]1[C@@H:14]([O:15][CH2:16][C:17]2[CH:22]=[CH:21][CH:20]=[CH:19][CH:18]=2)[C@H:13]([O:23][CH2:24][C:25]2[CH:30]=[CH:29][CH:28]=[CH:27][CH:26]=2)[C@@H:12]([CH2:31][O:32][CH2:33][C:34]2[CH:39]=[CH:38][CH:37]=[CH:36][CH:35]=2)[O:11][C@H:10]1[N:40]1[C:48]2[C:43](=[C:44]([CH3:49])[CH:45]=[CH:46][CH:47]=2)[C:42]([CH2:50][C:51]2[CH:56]=[CH:55][C:54](/[CH:57]=[CH:58]/[CH2:59][C:60]([OH:62])=[O:61])=[CH:53][CH:52]=2)=[CH:41]1)[C:2]1[CH:7]=[CH:6][CH:5]=[CH:4][CH:3]=1.[C:63](=O)([O-])[O-].[K+].[K+].CI.O. Product: [CH2:1]([O:8][C@@H:9]1[C@@H:14]([O:15][CH2:16][C:17]2[CH:22]=[CH:21][CH:20]=[CH:19][CH:18]=2)[C@H:13]([O:23][CH2:24][C:25]2[CH:30]=[CH:29][CH:28]=[CH:27][CH:26]=2)[C@@H:12]([CH2:31][O:32][CH2:33][C:34]2[CH:39]=[CH:38][CH:37]=[CH:36][CH:35]=2)[O:11][C@H:10]1[N:40]1[C:48]2[C:43](=[C:44]([CH3:49])[CH:45]=[CH:46][CH:47]=2)[C:42]([CH2:50][C:51]2[CH:56]=[CH:55][C:54](/[CH:57]=[CH:58]/[CH2:59][C:60]([O:62][CH3:63])=[O:61])=[CH:53][CH:52]=2)=[CH:41]1)[C:2]1[CH:3]=[CH:4][CH:5]=[CH:6][CH:7]=1. The catalyst class is: 9. (5) Reactant: C([O:8][C:9]1[CH:14]=[C:13]([O:15]CC2C=CC=CC=2)[C:12]([CH:23]([CH3:25])[CH3:24])=[CH:11][C:10]=1[C:26]1[N:27]([C:32]2[CH:33]=[C:34]3[C:38](=[CH:39][CH:40]=2)[CH2:37][C:36]2([O:44][CH2:43][CH2:42][O:41]2)[CH2:35]3)[C:28]([OH:31])=[N:29][N:30]=1)C1C=CC=CC=1. Product: [CH2:37]1[C:38]2[C:34](=[CH:33][C:32]([N:27]3[C:28]([OH:31])=[N:29][N:30]=[C:26]3[C:10]3[CH:11]=[C:12]([CH:23]([CH3:25])[CH3:24])[C:13]([OH:15])=[CH:14][C:9]=3[OH:8])=[CH:40][CH:39]=2)[CH2:35][C:36]21[O:41][CH2:42][CH2:43][O:44]2. The catalyst class is: 358. (6) Reactant: C[O:2][C:3]1(OC)[CH:8]2[CH2:9][CH2:10][CH:4]1[CH2:5][N:6]([CH2:11][C:12]1[CH:17]=[CH:16][C:15]([O:18][CH3:19])=[CH:14][CH:13]=1)[CH2:7]2. Product: [CH3:19][O:18][C:15]1[CH:14]=[CH:13][C:12]([CH2:11][N:6]2[CH2:5][CH:4]3[C:3](=[O:2])[CH:8]([CH2:9][CH2:10]3)[CH2:7]2)=[CH:17][CH:16]=1. The catalyst class is: 33. (7) Reactant: [Br:1][C:2]1[CH:3]=[C:4]2[C:8](=[CH:9][CH:10]=1)[N:7]([CH:11]1[CH2:16][CH2:15][N:14]([C:17]([O:19][C:20]([CH3:23])([CH3:22])[CH3:21])=[O:18])[CH2:13][CH2:12]1)[CH2:6][CH2:5]2.ClC1C(Cl)C(=O)C(C#N)C(C#N)C1=O.[OH-].[Na+]. Product: [Br:1][C:2]1[CH:3]=[C:4]2[C:8](=[CH:9][CH:10]=1)[N:7]([CH:11]1[CH2:16][CH2:15][N:14]([C:17]([O:19][C:20]([CH3:23])([CH3:22])[CH3:21])=[O:18])[CH2:13][CH2:12]1)[CH:6]=[CH:5]2. The catalyst class is: 1. (8) Reactant: Br[C:2]1[CH:3]=[CH:4][C:5]([O:12][CH3:13])=[C:6]2[C:11]=1[CH:10]=[N:9][CH:8]=[CH:7]2.[CH3:14][C:15]1[C:20](B2OC(C)(C)C(C)(C)O2)=[C:19]([CH3:30])[N:18]=[CH:17][N:16]=1.C1(P(C2CCCCC2)C2CCCCC2)CCCCC1.P([O-])([O-])([O-])=O.[K+].[K+].[K+]. Product: [CH3:14][C:15]1[C:20]([C:2]2[CH:3]=[CH:4][C:5]([O:12][CH3:13])=[C:6]3[C:11]=2[CH:10]=[N:9][CH:8]=[CH:7]3)=[C:19]([CH3:30])[N:18]=[CH:17][N:16]=1. The catalyst class is: 333. (9) Reactant: [N:1]1[C:6]([NH2:7])=[CH:5][CH:4]=[CH:3][C:2]=1[C:8]1[CH:13]=[CH:12][CH:11]=[CH:10][N:9]=1.[CH2:14]([O:16][C:17]([N:19]=[C:20]=[S:21])=[O:18])[CH3:15].C(OCC)(=O)C. Product: [N:9]1[CH:10]=[CH:11][CH:12]=[CH:13][C:8]=1[C:2]1[N:1]=[C:6]([NH:7][C:20]([NH:19][C:17](=[O:18])[O:16][CH2:14][CH3:15])=[S:21])[CH:5]=[CH:4][CH:3]=1. The catalyst class is: 12.